This data is from Full USPTO retrosynthesis dataset with 1.9M reactions from patents (1976-2016). The task is: Predict the reactants needed to synthesize the given product. (1) Given the product [CH3:33][O:34][C:35]1[CH:36]=[C:37]([CH:47]=[CH:48][CH:49]=1)[C:38]([NH:40][CH:41]1[CH2:46][CH2:45][N:44]([CH2:31][C:27]2[CH:26]=[CH:25][C:24]3[C:29](=[CH:30][C:21]([CH2:20][O:19][CH2:18][CH2:17][O:16][CH3:15])=[CH:22][CH:23]=3)[CH:28]=2)[CH2:43][CH2:42]1)=[O:39], predict the reactants needed to synthesize it. The reactants are: [BH-](OC(C)=O)(OC(C)=O)OC(C)=O.[Na+].[CH3:15][O:16][CH2:17][CH2:18][O:19][CH2:20][C:21]1[CH:30]=[C:29]2[C:24]([CH:25]=[CH:26][C:27]([CH:31]=O)=[CH:28]2)=[CH:23][CH:22]=1.[CH3:33][O:34][C:35]1[CH:36]=[C:37]([CH:47]=[CH:48][CH:49]=1)[C:38]([NH:40][CH:41]1[CH2:46][CH2:45][NH:44][CH2:43][CH2:42]1)=[O:39].C([O-])(O)=O.[Na+]. (2) Given the product [Cl:3][C:4]1[CH:13]=[CH:12][CH:11]=[C:10]([CH:14]2[CH2:15][CH2:16]2)[C:5]=1[C:6]([OH:8])=[O:7], predict the reactants needed to synthesize it. The reactants are: [OH-].[Na+].[Cl:3][C:4]1[CH:13]=[CH:12][CH:11]=[C:10]([CH:14]2[CH2:16][CH2:15]2)[C:5]=1[C:6]([O:8]C)=[O:7].Cl. (3) Given the product [Cl:18][C:16]1[CH:15]=[CH:14][C:12]2[NH:13][C:9]([CH:8]([NH:7][C:5](=[O:6])[C:4]3[CH:19]=[CH:20][C:21]([C:22]([N:61]4[CH2:60][CH2:59][NH:58][C:57](=[O:56])[CH2:62]4)=[O:23])=[C:2]([Cl:1])[CH:3]=3)[CH3:25])=[N:10][C:11]=2[CH:17]=1, predict the reactants needed to synthesize it. The reactants are: [Cl:1][C:2]1[CH:3]=[C:4]([CH:19]=[CH:20][C:21]=1[C:22](O)=[O:23])[C:5]([NH:7][CH2:8][C:9]1[NH:13][C:12]2[CH:14]=[CH:15][C:16]([Cl:18])=[CH:17][C:11]=2[N:10]=1)=[O:6].[CH3:25]N(C(ON1N=NC2C=CC=CC1=2)=[N+](C)C)C.[B-](F)(F)(F)F.C(N(C(C)C)CC)(C)C.[O:56]=[C:57]1[CH2:62][NH:61][CH2:60][CH2:59][NH:58]1.ClCl. (4) Given the product [CH3:18][O:3][C:4]1([CH3:17])[CH2:5][CH2:6][N:7]([C:10]([O:12][C:13]([CH3:16])([CH3:15])[CH3:14])=[O:11])[CH2:8][CH2:9]1, predict the reactants needed to synthesize it. The reactants are: [H-].[Na+].[OH:3][C:4]1([CH3:17])[CH2:9][CH2:8][N:7]([C:10]([O:12][C:13]([CH3:16])([CH3:15])[CH3:14])=[O:11])[CH2:6][CH2:5]1.[CH3:18]I. (5) Given the product [CH3:1][O:2][C:3]1[CH:8]=[CH:7][CH:6]=[CH:5][C:4]=1[O:9][C:11]1[CH:16]=[CH:15][CH:14]=[CH:13][C:12]=1[N+:17]([O-:19])=[O:18], predict the reactants needed to synthesize it. The reactants are: [CH3:1][O:2][C:3]1[CH:8]=[CH:7][CH:6]=[CH:5][C:4]=1[OH:9].F[C:11]1[CH:16]=[CH:15][CH:14]=[CH:13][C:12]=1[N+:17]([O-:19])=[O:18].COC1C=CC=CC=1OC1C=CC=CC=1N.NC1SC=CN=1. (6) Given the product [CH3:1][N:2]([C:3]1[N:8]([CH3:24])[CH2:7][N:6]=[C:5]2[NH:9][CH:10]=[CH:11][C:4]=12)[CH:12]1[CH2:13][CH2:27][N:26]([C:19](=[O:21])[CH3:20])[CH2:18][CH2:17]1, predict the reactants needed to synthesize it. The reactants are: [CH3:1][N:2]([CH:12]1[CH:17]([CH3:18])CCN[CH2:13]1)[C:3]1[C:4]2[CH:11]=[CH:10][NH:9][C:5]=2[N:6]=[CH:7][N:8]=1.[C:19](Cl)(=[O:21])[CH3:20].Cl[CH2:24]Cl.[N:26]1C=CC=C[CH:27]=1. (7) Given the product [CH3:35][C:27]1[N:26]=[C:25]([N:19]2[CH2:18][C:17]3[CH:23]=[C:13]([C:11]4[CH:10]=[CH:9][C:7]([NH2:8])=[C:6]([N+:3]([O-:5])=[O:4])[CH:12]=4)[CH:14]=[CH:15][C:16]=3[O:22][CH2:21][CH2:20]2)[C:34]2[C:29](=[CH:30][CH:31]=[CH:32][CH:33]=2)[N:28]=1, predict the reactants needed to synthesize it. The reactants are: Cl.Cl.[N+:3]([C:6]1[CH:12]=[C:11]([C:13]2[CH:14]=[CH:15][C:16]3[O:22][CH2:21][CH2:20][NH:19][CH2:18][C:17]=3[CH:23]=2)[CH:10]=[CH:9][C:7]=1[NH2:8])([O-:5])=[O:4].Cl[C:25]1[C:34]2[C:29](=[CH:30][CH:31]=[CH:32][CH:33]=2)[N:28]=[C:27]([CH3:35])[N:26]=1.C(N(C(C)C)CC)(C)C.O. (8) Given the product [Br:1][C:2]1[CH:3]=[C:4]2[C:8](=[CH:9][CH:10]=1)[CH:7]([O:11][Si:19]([C:22]([CH3:25])([CH3:24])[CH3:23])([CH3:21])[CH3:20])[CH2:6][CH2:5]2, predict the reactants needed to synthesize it. The reactants are: [Br:1][C:2]1[CH:3]=[C:4]2[C:8](=[CH:9][CH:10]=1)[CH:7]([OH:11])[CH2:6][CH2:5]2.C(N(CC)CC)C.[Si:19](Cl)([C:22]([CH3:25])([CH3:24])[CH3:23])([CH3:21])[CH3:20]. (9) Given the product [Cl:25][C:26]1[CH:30]=[C:29]([C:31]([NH:33][CH:34]2[CH2:35][CH2:36]2)=[O:32])[NH:28][C:27]=1[C:37]([NH:40][CH2:41][C:42]1[CH:47]=[CH:46][C:45]([Cl:48])=[C:44]([O:49][C:50]2[CH:51]=[C:52]([C:53]#[N:54])[CH:55]=[C:56]([Cl:58])[CH:57]=2)[C:43]=1[F:59])=[O:39], predict the reactants needed to synthesize it. The reactants are: CN(C(ON1N=NC2C=CC=NC1=2)=[N+](C)C)C.F[P-](F)(F)(F)(F)F.[Cl:25][C:26]1[CH:30]=[C:29]([C:31]([NH:33][CH:34]2[CH2:36][CH2:35]2)=[O:32])[NH:28][C:27]=1[C:37]([OH:39])=O.[NH2:40][CH2:41][C:42]1[C:43]([F:59])=[C:44]([O:49][C:50]2[CH:51]=[C:52]([CH:55]=[C:56]([Cl:58])[CH:57]=2)[C:53]#[N:54])[C:45]([Cl:48])=[CH:46][CH:47]=1.CCN(C(C)C)C(C)C. (10) Given the product [CH3:1][C:2]1[CH:3]=[CH:4][C:5]([C:8]2[N:17]=[C:16]([C:18]([N:27]3[CH2:26][CH2:25][C:24]4[C:29](=[CH:30][CH:31]=[C:32]([CH3:33])[C:23]=4[OH:22])[CH2:28]3)=[O:20])[C:15]3[C:10](=[CH:11][CH:12]=[CH:13][CH:14]=3)[N:9]=2)=[CH:6][CH:7]=1, predict the reactants needed to synthesize it. The reactants are: [CH3:1][C:2]1[CH:7]=[CH:6][C:5]([C:8]2[N:17]=[C:16]([C:18]([OH:20])=O)[C:15]3[C:10](=[CH:11][CH:12]=[CH:13][CH:14]=3)[N:9]=2)=[CH:4][CH:3]=1.Cl.[OH:22][C:23]1[C:32]([CH3:33])=[CH:31][CH:30]=[C:29]2[C:24]=1[CH2:25][CH2:26][NH:27][CH2:28]2.